Dataset: Forward reaction prediction with 1.9M reactions from USPTO patents (1976-2016). Task: Predict the product of the given reaction. (1) Given the reactants [C:1]1([C:7]2[NH:11][CH:10]=[C:9]([C:12]([O:14][CH2:15][CH3:16])=[O:13])[CH:8]=2)[CH:6]=[CH:5][CH:4]=[CH:3][CH:2]=1.[H-].[Na+].[CH3:19][O:20][C:21]1[CH:26]=[CH:25][C:24]([S:27](Cl)(=[O:29])=[O:28])=[CH:23][CH:22]=1, predict the reaction product. The product is: [CH3:19][O:20][C:21]1[CH:22]=[CH:23][C:24]([S:27]([N:11]2[C:7]([C:1]3[CH:2]=[CH:3][CH:4]=[CH:5][CH:6]=3)=[CH:8][C:9]([C:12]([O:14][CH2:15][CH3:16])=[O:13])=[CH:10]2)(=[O:29])=[O:28])=[CH:25][CH:26]=1. (2) The product is: [CH2:11]([O:10][C:8]([NH:7][CH2:6][CH2:5][CH2:4][CH2:3][C@H:2]([N:1]1[C:24]2[CH:4]=[CH:3][CH:2]=[CH:18][C:28]=2[C:27]2[C:26]1=[CH:27][CH:28]=[CH:24][CH:26]=2)[C:18]([O:20][CH3:21])=[O:19])=[O:9])[C:12]1[CH:17]=[CH:16][CH:15]=[CH:14][CH:13]=1. Given the reactants [NH2:1][C@H:2]([C:18]([O:20][CH3:21])=[O:19])[CH2:3][CH2:4][CH2:5][CH2:6][NH:7][C:8]([O:10][CH2:11][C:12]1[CH:17]=[CH:16][CH:15]=[CH:14][CH:13]=1)=[O:9].CO[CH:24]1[CH2:28][CH2:27][CH:26](OC)O1, predict the reaction product. (3) Given the reactants [CH2:1]([C:5]1[O:9][C:8]([C:10]([O:12]CC)=O)=[N:7][CH:6]=1)[CH2:2][CH2:3][CH3:4].Cl.[O:16]1[CH2:20][CH2:19][CH:18]([CH2:21][NH2:22])[CH2:17]1.C(N(C(C)C)CC)(C)C, predict the reaction product. The product is: [O:16]1[CH2:20][CH2:19][CH:18]([CH2:21][NH:22][C:10]([C:8]2[O:9][C:5]([CH2:1][CH2:2][CH2:3][CH3:4])=[CH:6][N:7]=2)=[O:12])[CH2:17]1. (4) Given the reactants [Cl:1][C:2]1[N:3]=[C:4](Cl)[C:5]2[S:10][CH2:9][CH2:8][C:6]=2[N:7]=1.C(N(C(C)C)CC)(C)C.[NH2:21][CH:22]([CH:25]([CH3:27])[CH3:26])[CH2:23][OH:24], predict the reaction product. The product is: [Cl:1][C:2]1[N:3]=[C:4]([NH:21][C@H:22]([CH:25]([CH3:27])[CH3:26])[CH2:23][OH:24])[C:5]2[S:10][CH2:9][CH2:8][C:6]=2[N:7]=1. (5) Given the reactants [Br:1]C(C1C=CC=CC=1Cl)C(O)=O.[F:13][C:14]1[CH:19]=[CH:18][CH:17]=[C:16]([F:20])[C:15]=1[CH2:21][C:22]([OH:24])=[O:23], predict the reaction product. The product is: [Br:1][CH:21]([C:15]1[C:14]([F:13])=[CH:19][CH:18]=[CH:17][C:16]=1[F:20])[C:22]([OH:24])=[O:23]. (6) The product is: [CH2:1]([C@H:8]([NH:36][C:37](=[O:47])[O:38][C@@H:39]1[C@H:46]2[C@H:42]([O:43][CH2:44][CH2:45]2)[O:41][CH2:40]1)[C@H:9]([OH:35])[CH2:10][N:11]([O:12][CH:13]([CH2:14][CH3:15])[CH2:16][CH3:17])[S:18]([C:21]1[CH:22]=[CH:23][C:24]([OH:27])=[CH:25][CH:26]=1)(=[O:20])=[O:19])[C:2]1[CH:3]=[CH:4][CH:5]=[CH:6][CH:7]=1. Given the reactants [CH2:1]([C@H:8]([NH:36][C:37](=[O:47])[O:38][C@@H:39]1[C@H:46]2[C@H:42]([O:43][CH2:44][CH2:45]2)[O:41][CH2:40]1)[C@H:9]([OH:35])[CH2:10][N:11]([S:18]([C:21]1[CH:26]=[CH:25][C:24]([O:27]CC2C=CC=CC=2)=[CH:23][CH:22]=1)(=[O:20])=[O:19])[O:12][CH:13]([CH2:16][CH3:17])[CH2:14][CH3:15])[C:2]1[CH:7]=[CH:6][CH:5]=[CH:4][CH:3]=1.C(O)C, predict the reaction product. (7) Given the reactants [C:1]([Si:5]([CH3:23])([CH3:22])[O:6][C@@H:7]1[C:15]2[C:10](=[C:11]([CH:16]([OH:21])[C:17]([CH3:20])([CH3:19])[CH3:18])[CH:12]=[CH:13][CH:14]=2)[CH2:9][CH2:8]1)([CH3:4])([CH3:3])[CH3:2], predict the reaction product. The product is: [C:1]([Si:5]([CH3:23])([CH3:22])[O:6][C@@H:7]1[C:15]2[C:10](=[C:11]([C:16](=[O:21])[C:17]([CH3:20])([CH3:19])[CH3:18])[CH:12]=[CH:13][CH:14]=2)[CH2:9][CH2:8]1)([CH3:4])([CH3:3])[CH3:2]. (8) Given the reactants [CH3:1][C:2]1[CH:3]=[CH:4][C:5]([NH:9][C:10]([C:12]2[C:16]3[N:17]=[C:18](Cl)[N:19]=[CH:20][C:15]=3[S:14][CH:13]=2)=[O:11])=[N:6][C:7]=1[CH3:8].[NH2:22][C@@H:23]1[CH2:28][CH2:27][O:26][CH2:25][C@@H:24]1[NH:29][C:30](=[O:36])[O:31][C:32]([CH3:35])([CH3:34])[CH3:33].C(N(C(C)C)CC)(C)C, predict the reaction product. The product is: [C:32]([O:31][C:30](=[O:36])[NH:29][C@@H:24]1[C@H:23]([NH:22][C:18]2[N:19]=[CH:20][C:15]3[S:14][CH:13]=[C:12]([C:10](=[O:11])[NH:9][C:5]4[CH:4]=[CH:3][C:2]([CH3:1])=[C:7]([CH3:8])[N:6]=4)[C:16]=3[N:17]=2)[CH2:28][CH2:27][O:26][CH2:25]1)([CH3:35])([CH3:33])[CH3:34].